This data is from Forward reaction prediction with 1.9M reactions from USPTO patents (1976-2016). The task is: Predict the product of the given reaction. (1) Given the reactants Cl.[NH2:2][OH:3].C([O-])(=O)C.[Na+].[NH2:9][C:10]1[N:11]=[C:12]([C:21]2[CH:26]=[CH:25][C:24]([CH3:27])=[CH:23][C:22]=2[CH3:28])[C:13]2[CH:18]=[C:17]([C:19]#[N:20])[S:16][C:14]=2[N:15]=1.O, predict the reaction product. The product is: [NH2:9][C:10]1[N:11]=[C:12]([C:21]2[CH:26]=[CH:25][C:24]([CH3:27])=[CH:23][C:22]=2[CH3:28])[C:13]2[CH:18]=[C:17]([C:19]([NH:2][OH:3])=[NH:20])[S:16][C:14]=2[N:15]=1. (2) Given the reactants [CH3:1][CH:2]1[C:6](=[O:7])[CH2:5][CH2:4][C:3]1=[O:8].[NH2:9][C:10]1[CH:15]=[CH:14][C:13]([S:16]([NH:19][C:20]2[CH:25]=[CH:24][CH:23]=[CH:22][N:21]=2)(=[O:18])=[O:17])=[CH:12][CH:11]=1, predict the reaction product. The product is: [CH3:1][C:2]1[C:3](=[O:8])[CH2:4][CH2:5][C:6]=1[NH:9][C:10]1[CH:15]=[CH:14][C:13]([S:16]([NH:19][C:20]2[CH:25]=[CH:24][CH:23]=[CH:22][N:21]=2)(=[O:18])=[O:17])=[CH:12][CH:11]=1.[OH2:7]. (3) The product is: [Si:10]([O:9][CH2:8][C:4]1[N:3]=[C:2]([N:17]2[CH2:22][CH2:21][O:20][CH2:19][CH2:18]2)[CH:7]=[CH:6][CH:5]=1)([C:13]([CH3:16])([CH3:15])[CH3:14])([CH3:12])[CH3:11]. Given the reactants Br[C:2]1[CH:7]=[CH:6][CH:5]=[C:4]([CH2:8][O:9][Si:10]([C:13]([CH3:16])([CH3:15])[CH3:14])([CH3:12])[CH3:11])[N:3]=1.[NH:17]1[CH2:22][CH2:21][O:20][CH2:19][CH2:18]1.C1(P(C2C=CC=CC=2)CCCP(C2C=CC=CC=2)C2C=CC=CC=2)C=CC=CC=1.N#N.CC(C)([O-])C.[Na+], predict the reaction product. (4) Given the reactants [CH2:1]([N:8]1[C:13](=[O:14])[C:12]2[N:15]=[CH:16][CH:17]=[CH:18][C:11]=2[N:10]=[C:9]1[CH2:19][CH2:20][CH3:21])[C:2]1[CH:7]=[CH:6][CH:5]=[CH:4][CH:3]=1.[Br:22]Br, predict the reaction product. The product is: [CH2:1]([N:8]1[C:13](=[O:14])[C:12]2[N:15]=[CH:16][CH:17]=[CH:18][C:11]=2[N:10]=[C:9]1[CH:19]([Br:22])[CH2:20][CH3:21])[C:2]1[CH:3]=[CH:4][CH:5]=[CH:6][CH:7]=1. (5) Given the reactants [O:1]=[S:2]1(=[O:16])[CH2:6][CH2:5][CH2:4][N:3]1[C:7]1[CH:15]=[CH:14][C:10]([C:11]([OH:13])=O)=[CH:9][CH:8]=1.[CH:17]1([C:20]2[C:21]([N:30]3[CH2:35][CH2:34][NH:33][CH2:32][CH2:31]3)=[N:22][CH:23]=[C:24]([C:26]([F:29])([F:28])[F:27])[CH:25]=2)[CH2:19][CH2:18]1, predict the reaction product. The product is: [CH:17]1([C:20]2[C:21]([N:30]3[CH2:35][CH2:34][N:33]([C:11]([C:10]4[CH:9]=[CH:8][C:7]([N:3]5[CH2:4][CH2:5][CH2:6][S:2]5(=[O:1])=[O:16])=[CH:15][CH:14]=4)=[O:13])[CH2:32][CH2:31]3)=[N:22][CH:23]=[C:24]([C:26]([F:29])([F:27])[F:28])[CH:25]=2)[CH2:18][CH2:19]1. (6) Given the reactants [F:1][C:2]1[N:7]=[CH:6][C:5]([C:8]2[S:12][C:11]([S:13](Cl)(=[O:15])=[O:14])=[CH:10][C:9]=2[CH3:17])=[CH:4][CH:3]=1.[OH-].[NH4+:19], predict the reaction product. The product is: [F:1][C:2]1[N:7]=[CH:6][C:5]([C:8]2[S:12][C:11]([S:13]([NH2:19])(=[O:15])=[O:14])=[CH:10][C:9]=2[CH3:17])=[CH:4][CH:3]=1. (7) Given the reactants [N:1]1([C:7]([O:9][C:10]([CH3:13])([CH3:12])[CH3:11])=[O:8])[CH2:6][CH2:5][NH:4][CH2:3][CH2:2]1.Br[C:15]1[S:16][CH:17]=[CH:18][N:19]=1.C([O-])([O-])=O.[K+].[K+].O, predict the reaction product. The product is: [S:16]1[CH:17]=[CH:18][N:19]=[C:15]1[N:4]1[CH2:5][CH2:6][N:1]([C:7]([O:9][C:10]([CH3:13])([CH3:12])[CH3:11])=[O:8])[CH2:2][CH2:3]1.